From a dataset of Peptide-MHC class I binding affinity with 185,985 pairs from IEDB/IMGT. Regression. Given a peptide amino acid sequence and an MHC pseudo amino acid sequence, predict their binding affinity value. This is MHC class I binding data. The peptide sequence is KPKLARGEL. The binding affinity (normalized) is 0.0847. The MHC is HLA-B15:09 with pseudo-sequence HLA-B15:09.